This data is from CYP2C19 inhibition data for predicting drug metabolism from PubChem BioAssay. The task is: Regression/Classification. Given a drug SMILES string, predict its absorption, distribution, metabolism, or excretion properties. Task type varies by dataset: regression for continuous measurements (e.g., permeability, clearance, half-life) or binary classification for categorical outcomes (e.g., BBB penetration, CYP inhibition). Dataset: cyp2c19_veith. (1) The molecule is COc1cccc(=O)c2c(C)n(-c3cc(C)cc(C)c3)c(C)c12. The result is 1 (inhibitor). (2) The molecule is COc1ccc2c(c1OC)C(=O)O[C@H]2[C@H]1c2cc3c(cc2CCN1C)OCO3. The result is 1 (inhibitor). (3) The molecule is CC(CCc1ccccc1)NC(=O)/C=C/c1ccccc1. The result is 1 (inhibitor).